Dataset: Full USPTO retrosynthesis dataset with 1.9M reactions from patents (1976-2016). Task: Predict the reactants needed to synthesize the given product. (1) Given the product [N+:1]([C:17]1[CH:16]=[C:15]2[C:20]([C:9]3([CH2:10][CH2:11][NH:6][CH2:7][CH2:8]3)[CH:12]=[CH:13][NH:14]2)=[CH:19][CH:18]=1)([O-:4])=[O:2], predict the reactants needed to synthesize it. The reactants are: [N+:1]([O-:4])([O-])=[O:2].[K+].[NH:6]1[CH2:11][CH2:10][C:9]2([C:20]3[C:15](=[CH:16][CH:17]=[CH:18][CH:19]=3)[NH:14][CH2:13][CH2:12]2)[CH2:8][CH2:7]1.[OH-].[Na+].CC(OC(OC(OC(C)(C)C)=O)=O)(C)C. (2) The reactants are: [CH2:1]([C@@:5]1([C:28]([O:30][C:31]([CH3:34])([CH3:33])[CH3:32])=[O:29])[CH2:9][C@H:8]([C:10]2[CH:15]=[N:14][CH:13]=[CH:12][N:11]=2)[C@H:7]([C:16]2[CH:21]=[CH:20][CH:19]=[C:18]([C:22]3[CH:27]=[CH:26][CH:25]=[CH:24][CH:23]=3)[CH:17]=2)[NH:6]1)[CH:2]([CH3:4])[CH3:3].[C:35]([C:39]1[CH:47]=[CH:46][C:42]([C:43](Cl)=[O:44])=[CH:41][CH:40]=1)([CH3:38])([CH3:37])[CH3:36]. Given the product [C:35]([C:39]1[CH:40]=[CH:41][C:42]([C:43]([N:6]2[C@@H:7]([C:16]3[CH:21]=[CH:20][CH:19]=[C:18]([C:22]4[CH:27]=[CH:26][CH:25]=[CH:24][CH:23]=4)[CH:17]=3)[C@@H:8]([C:10]3[CH:15]=[N:14][CH:13]=[CH:12][N:11]=3)[CH2:9][C@@:5]2([CH2:1][CH:2]([CH3:4])[CH3:3])[C:28]([O:30][C:31]([CH3:32])([CH3:34])[CH3:33])=[O:29])=[O:44])=[CH:46][CH:47]=1)([CH3:38])([CH3:36])[CH3:37], predict the reactants needed to synthesize it. (3) Given the product [Br:1][C:2]1[CH:8]=[CH:7][C:5]([NH2:6])=[C:4]([C:11]#[C:10][C:12]2[C:13]([CH3:18])=[N:14][O:15][C:16]=2[CH3:17])[CH:3]=1, predict the reactants needed to synthesize it. The reactants are: [Br:1][C:2]1[CH:8]=[CH:7][C:5]([NH2:6])=[C:4](I)[CH:3]=1.[C:10]([C:12]1[C:13]([CH3:18])=[N:14][O:15][C:16]=1[CH3:17])#[CH:11].C(N(CC)CC)C. (4) The reactants are: [O:1]1[C:5]2[CH:6]=[CH:7][CH:8]=[CH:9][C:4]=2[CH2:3][CH2:2]1.[C:10](Cl)(=[O:12])[CH3:11].[Cl-].Cl. Given the product [O:1]1[C:5]2[CH:6]=[CH:7][C:8]([C:10](=[O:12])[CH3:11])=[CH:9][C:4]=2[CH2:3][CH2:2]1, predict the reactants needed to synthesize it. (5) The reactants are: Cl[S:2]([C:5]1[CH:13]=[CH:12][C:8]([C:9]([OH:11])=[O:10])=[CH:7][CH:6]=1)(=[O:4])=[O:3].[Cl:14][C:15]1[CH:22]=[CH:21][C:18]([NH:19][CH3:20])=[CH:17][CH:16]=1. Given the product [Cl:14][C:15]1[CH:22]=[CH:21][C:18]([N:19]([CH3:20])[S:2]([C:5]2[CH:13]=[CH:12][C:8]([C:9]([OH:11])=[O:10])=[CH:7][CH:6]=2)(=[O:4])=[O:3])=[CH:17][CH:16]=1, predict the reactants needed to synthesize it. (6) Given the product [Cl:13][C:6]1[CH:5]=[C:4]([C:24]([C:26]([F:29])([F:28])[F:27])=[CH2:25])[CH:3]=[C:2]([Cl:1])[C:7]=1[O:8][C:9]([F:10])([F:11])[F:12], predict the reactants needed to synthesize it. The reactants are: [Cl:1][C:2]1[CH:3]=[C:4](B2OC(C)(C)C(C)(C)O2)[CH:5]=[C:6]([Cl:13])[C:7]=1[O:8][C:9]([F:12])([F:11])[F:10].Br[C:24]([C:26]([F:29])([F:28])[F:27])=[CH2:25].C([O-])([O-])=O.[K+].[K+]. (7) Given the product [Br:1][C:2]1[CH:7]=[CH:6][C:5]([C@@H:8]([NH:10][C:11]([C:13]2[CH:14]=[C:15]3[C:19](=[CH:20][CH:21]=2)[N:18]([CH2:22][C:23]2[CH:24]=[CH:25][C:26]([C:29]4([C:32]([OH:34])=[O:33])[CH2:31][CH2:30]4)=[CH:27][CH:28]=2)[N:17]=[C:16]3[CH3:36])=[O:12])[CH3:9])=[CH:4][CH:3]=1, predict the reactants needed to synthesize it. The reactants are: [Br:1][C:2]1[CH:7]=[CH:6][C:5]([C@@H:8]([NH:10][C:11]([C:13]2[CH:14]=[C:15]3[C:19](=[CH:20][CH:21]=2)[N:18]([CH2:22][C:23]2[CH:28]=[CH:27][C:26]([C:29]4([C:32]([O:34]C)=[O:33])[CH2:31][CH2:30]4)=[CH:25][CH:24]=2)[N:17]=[C:16]3[CH3:36])=[O:12])[CH3:9])=[CH:4][CH:3]=1.CO.O.[OH-].[Li+].